This data is from Full USPTO retrosynthesis dataset with 1.9M reactions from patents (1976-2016). The task is: Predict the reactants needed to synthesize the given product. (1) Given the product [CH3:14][O:15][C:16](=[O:29])[C:17]1[CH:22]=[CH:21][C:20]([N:23]2[CH:24]=[CH:25][CH:26]=[C:27]2[C:6](=[O:11])[C:7]([F:8])([F:9])[F:10])=[CH:19][C:18]=1[Cl:28], predict the reactants needed to synthesize it. The reactants are: [F:8][C:7]([F:10])([F:9])[C:6](O[C:6](=[O:11])[C:7]([F:10])([F:9])[F:8])=[O:11].[CH3:14][O:15][C:16](=[O:29])[C:17]1[CH:22]=[CH:21][C:20]([N:23]2[CH:27]=[CH:26][CH:25]=[CH:24]2)=[CH:19][C:18]=1[Cl:28].C([O-])(O)=O.[Na+]. (2) Given the product [CH3:24][C@H:19]1[CH2:20][O:21][CH2:22][CH2:23][N:18]1[C:10]1[N:9]=[C:8]([C:5]2[CH:4]=[CH:3][C:2]([NH:1][C:37]([O:36][C:30]3[CH:35]=[CH:34][CH:33]=[CH:32][CH:31]=3)=[O:38])=[CH:7][CH:6]=2)[N:13]=[C:12]([C:14]([O:16][CH3:17])=[O:15])[CH:11]=1, predict the reactants needed to synthesize it. The reactants are: [NH2:1][C:2]1[CH:7]=[CH:6][C:5]([C:8]2[N:13]=[C:12]([C:14]([O:16][CH3:17])=[O:15])[CH:11]=[C:10]([N:18]3[CH2:23][CH2:22][O:21][CH2:20][C@@H:19]3[CH3:24])[N:9]=2)=[CH:4][CH:3]=1.C(=O)(O)[O-].[Na+].[C:30]1([O:36][C:37](Cl)=[O:38])[CH:35]=[CH:34][CH:33]=[CH:32][CH:31]=1. (3) Given the product [C:1]([O:5][CH2:10][CH:9]([CH2:12][CH3:14])[CH2:8][CH2:7][CH2:6][CH3:11])(=[O:4])[CH:2]=[CH2:3], predict the reactants needed to synthesize it. The reactants are: [C:1]([OH:5])(=[O:4])[CH:2]=[CH2:3].[CH2:6]1[CH2:11][CH2:10][C:9](O)([C:12]([C:14]2C=CC=CC=2)=O)[CH2:8][CH2:7]1.COC(OC)(C(C1C=CC=CC=1)=O)C1C=CC=CC=1. (4) The reactants are: [Cl:1][C:2]1[CH:3]=[C:4]([C:8]2[N:9]3[C:15](=[S:16])[NH:14][CH:13]=[C:10]3[S:11][CH:12]=2)[CH:5]=[CH:6][CH:7]=1.CCN(C(C)C)C(C)C.Br[CH2:27][C:28]1[C:33]([F:34])=[CH:32][CH:31]=[CH:30][C:29]=1[Cl:35]. Given the product [Cl:35][C:29]1[CH:30]=[CH:31][CH:32]=[C:33]([F:34])[C:28]=1[CH2:27][S:16][C:15]1[N:9]2[C:10]([S:11][CH:12]=[C:8]2[C:4]2[CH:5]=[CH:6][CH:7]=[C:2]([Cl:1])[CH:3]=2)=[CH:13][N:14]=1, predict the reactants needed to synthesize it.